This data is from Forward reaction prediction with 1.9M reactions from USPTO patents (1976-2016). The task is: Predict the product of the given reaction. (1) Given the reactants [C:1]([C:4]1[CH:9]=[CH:8][C:7](B(O)O)=[CH:6][CH:5]=1)([OH:3])=[O:2].Cl[C:14]1[C:19]([Cl:20])=[CH:18][CH:17]=[CH:16][N:15]=1.C([O-])([O-])=O.[Na+].[Na+], predict the reaction product. The product is: [Cl:20][C:19]1[C:14]([C:7]2[CH:8]=[CH:9][C:4]([C:1]([OH:3])=[O:2])=[CH:5][CH:6]=2)=[N:15][CH:16]=[CH:17][CH:18]=1. (2) Given the reactants [N+:1]([C:4]1[CH:13]=[C:12]2[C:7]([CH2:8][CH:9]([CH3:14])[CH2:10][NH:11]2)=[CH:6][CH:5]=1)([O-])=O, predict the reaction product. The product is: [NH2:1][C:4]1[CH:13]=[C:12]2[C:7]([CH2:8][CH:9]([CH3:14])[CH2:10][NH:11]2)=[CH:6][CH:5]=1. (3) Given the reactants [C@@H:1]1([N:10]2[CH:17]=[CH:16][C:14]([NH2:15])=[N:13][C:11]2=[O:12])[O:9][C@H:6]([CH2:7][OH:8])[C@@H:4]([OH:5])[C@H:2]1[OH:3].[C:18]1([CH2:34]Cl)[C:31]2[C:32]3=[C:33]4[C:28](=[CH:29][CH:30]=2)[CH:27]=[CH:26][CH:25]=[C:24]4[CH:23]=[CH:22][C:21]3=[CH:20][CH:19]=1.[H-].[Na+], predict the reaction product. The product is: [C:18]1([CH2:34][O:3][C@@H:2]2[C@H:4]([OH:5])[C@@H:6]([CH2:7][OH:8])[O:9][C@H:1]2[N:10]2[CH:17]=[CH:16][C:14]([NH2:15])=[N:13][C:11]2=[O:12])[C:31]2[C:32]3=[C:33]4[C:28](=[CH:29][CH:30]=2)[CH:27]=[CH:26][CH:25]=[C:24]4[CH:23]=[CH:22][C:21]3=[CH:20][CH:19]=1. (4) The product is: [CH2:1]([NH:3][C:4](=[O:52])[NH:5][C:6]1[N:11]=[CH:10][C:9]([C:12]2[CH:13]=[C:14]3[C:19](=[CH:20][CH:21]=2)[N:18]([CH2:22][C@@H:23]2[CH2:27][CH2:26][N:25]([CH2:28][CH2:29][N:30]4[CH2:31][CH2:32][N:33]([CH3:36])[CH2:34][CH2:35]4)[CH2:24]2)[CH:17]=[C:16]([C:37]([OH:39])=[O:38])[C:15]3=[O:42])=[C:8]([C:43]2[S:44][CH:45]=[C:46]([C:48]([F:51])([F:49])[F:50])[N:47]=2)[CH:7]=1)[CH3:2]. Given the reactants [CH2:1]([NH:3][C:4](=[O:52])[NH:5][C:6]1[N:11]=[CH:10][C:9]([C:12]2[CH:13]=[C:14]3[C:19](=[CH:20][CH:21]=2)[N:18]([CH2:22][C@@H:23]2[CH2:27][CH2:26][N:25]([CH2:28][CH2:29][N:30]4[CH2:35][CH2:34][N:33]([CH3:36])[CH2:32][CH2:31]4)[CH2:24]2)[CH:17]=[C:16]([C:37]([O:39]CC)=[O:38])[C:15]3=[O:42])=[C:8]([C:43]2[S:44][CH:45]=[C:46]([C:48]([F:51])([F:50])[F:49])[N:47]=2)[CH:7]=1)[CH3:2].[OH-].[Na+], predict the reaction product.